Dataset: hERG potassium channel inhibition data for cardiac toxicity prediction from Karim et al.. Task: Regression/Classification. Given a drug SMILES string, predict its toxicity properties. Task type varies by dataset: regression for continuous values (e.g., LD50, hERG inhibition percentage) or binary classification for toxic/non-toxic outcomes (e.g., AMES mutagenicity, cardiotoxicity, hepatotoxicity). Dataset: herg_karim. (1) The compound is CCCC1NC(c2cc(C#N)ccn2)=NC1(c1ccc(F)cc1)c1ccc(F)cc1. The result is 1 (blocker). (2) The drug is CC(C)(C)NC(=O)NCCN1CCC(CNC(=O)c2cc(Cl)cc(Cl)c2)CC1. The result is 0 (non-blocker). (3) The compound is CC(O)c1ccc2c(c1)N(CCN1CCC(NCc3ccc4c(n3)NC(=O)CO4)CC1)C(=O)CO2. The result is 0 (non-blocker). (4) The molecule is Fc1ccc(N(CCNCCCc2ccccc2)c2ccc(F)cc2)cc1. The result is 1 (blocker).